From a dataset of Reaction yield outcomes from USPTO patents with 853,638 reactions. Predict the reaction yield, written as a fraction of the theoretical maximum amount of product (1.0 means a 100% yield; for example, 0.34 means a 34% yield). (1) The reactants are C([SiH](CC)CC)C.[C:8]([C:13]1[CH:14]=[C:15]2[C:19](=[CH:20][CH:21]=1)[NH:18][C:17](=[O:22])[CH2:16]2)(=O)[CH2:9][CH2:10][CH3:11]. The catalyst is FC(F)(F)C(O)=O. The product is [CH2:8]([C:13]1[CH:14]=[C:15]2[C:19](=[CH:20][CH:21]=1)[NH:18][C:17](=[O:22])[CH2:16]2)[CH2:9][CH2:10][CH3:11]. The yield is 0.910. (2) The reactants are [NH:1]1[CH2:6][CH2:5][O:4][CH2:3][CH2:2]1.Br[CH2:8][C:9]([C:11]1[CH:16]=[CH:15][CH:14]=[C:13]([Br:17])[CH:12]=1)=[O:10]. The catalyst is CCOCC.ClCCl. The product is [Br:17][C:13]1[CH:12]=[C:11]([C:9](=[O:10])[CH2:8][N:1]2[CH2:6][CH2:5][O:4][CH2:3][CH2:2]2)[CH:16]=[CH:15][CH:14]=1. The yield is 1.00. (3) The reactants are Br[C:2]1[N:3]=[C:4]([NH:11][C:12]2[CH:17]=[C:16]([O:18][CH3:19])[C:15]([O:20][CH3:21])=[C:14](OC)[CH:13]=2)[C:5]2[N:6]([CH:8]=[CH:9][N:10]=2)[CH:7]=1.CC1(C)C(C)(C)OB([C:32]2[CH:33]=[CH:34][C:35]3[S:39][CH:38]=[N:37][C:36]=3[CH:40]=2)O1. The catalyst is C(=O)([O-])[O-].[Na+].[Na+].O1CCOCC1.CO.C(OCC)(=O)C.[Pd].C1(P(C2C=CC=CC=2)C2C=CC=CC=2)C=CC=CC=1.C1(P(C2C=CC=CC=2)C2C=CC=CC=2)C=CC=CC=1.C1(P(C2C=CC=CC=2)C2C=CC=CC=2)C=CC=CC=1.C1(P(C2C=CC=CC=2)C2C=CC=CC=2)C=CC=CC=1. The product is [S:39]1[C:35]2[CH:34]=[CH:33][C:32]([C:2]3[N:3]=[C:4]([NH:11][C:12]4[CH:13]=[CH:14][C:15]([O:20][CH3:21])=[C:16]([O:18][CH3:19])[CH:17]=4)[C:5]4[N:6]([CH:8]=[CH:9][N:10]=4)[CH:7]=3)=[CH:40][C:36]=2[N:37]=[CH:38]1. The yield is 0.700. (4) The reactants are CO[C:3]1[CH:8]=[CH:7][C:6]([NH:9][S:10]([C:13]2[CH:18]=[CH:17][C:16]([N+:19]([O-:21])=[O:20])=[CH:15][CH:14]=2)(=[O:12])=[O:11])=[CH:5][CH:4]=1.C([Li])CCC.[Br:27][C:28]1[CH:29]=[CH:30][C:31]2[N:32]([CH2:42][CH:43]3[CH2:45][O:44]3)[C:33]3[C:38]([C:39]=2[CH:40]=1)=[CH:37][C:36]([Br:41])=[CH:35][CH:34]=3.C[CH2:47][O:48]C(C)=O. The catalyst is C1(C)C=CC=CC=1. The product is [Br:27][C:28]1[CH:29]=[CH:30][C:31]2[N:32]([CH2:42][CH:43]([OH:44])[CH2:45][N:9]([C:6]3[CH:5]=[CH:4][CH:3]=[C:8]([O:48][CH3:47])[CH:7]=3)[S:10]([C:13]3[CH:14]=[CH:15][C:16]([N+:19]([O-:21])=[O:20])=[CH:17][CH:18]=3)(=[O:11])=[O:12])[C:33]3[C:38]([C:39]=2[CH:40]=1)=[CH:37][C:36]([Br:41])=[CH:35][CH:34]=3. The yield is 0.880. (5) The reactants are [C:1]([C:3]1[O:4]C=C[N:7]=1)#N.[C:8](O)(=[S:12])[CH:9](C)[OH:10].[N:14]1C=CC=[CH:16][CH:15]=1.[CH3:20]CO. No catalyst specified. The product is [CH3:20][C:1]1[S:12][C:8]([C:9]2[O:10][CH:16]=[CH:15][N:14]=2)=[N:7][C:3]=1[OH:4]. The yield is 0.510. (6) The reactants are [CH:1]1[CH:10]=[C:9]2[C:4]([CH:5]=[C:6]([SH:11])[CH:7]=[CH:8]2)=[CH:3][CH:2]=1.C1C(=O)N(Cl)C(=O)C1.[C:20]1([Zn]Br)[CH:25]=[CH:24][CH:23]=[CH:22][CH:21]=1. No catalyst specified. The product is [CH:5]1[C:4]2[C:9](=[CH:10][CH:1]=[CH:2][CH:3]=2)[CH:8]=[CH:7][C:6]=1[S:11][C:20]1[CH:25]=[CH:24][CH:23]=[CH:22][CH:21]=1. The yield is 0.930. (7) The reactants are Br[C:2]1[CH:7]=[C:6]([CH3:8])[CH:5]=[CH:4][C:3]=1[N+:9]([O-:11])=[O:10].[C:12]1(B(O)O)[CH:17]=[CH:16][CH:15]=[CH:14][CH:13]=1. No catalyst specified. The product is [CH3:8][C:6]1[CH:5]=[CH:4][C:3]([N+:9]([O-:11])=[O:10])=[C:2]([C:12]2[CH:17]=[CH:16][CH:15]=[CH:14][CH:13]=2)[CH:7]=1. The yield is 0.940.